This data is from Forward reaction prediction with 1.9M reactions from USPTO patents (1976-2016). The task is: Predict the product of the given reaction. (1) Given the reactants Br[C:2]1[CH:3]=[C:4]([N:22]([CH:24]2[CH2:29][CH2:28][CH2:27][CH2:26][CH2:25]2)[CH3:23])[C:5]([CH3:21])=[C:6]([CH:20]=1)[C:7]([NH:9][CH2:10][C:11]1[C:12](=[O:19])[NH:13][C:14]([CH3:18])=[CH:15][C:16]=1[CH3:17])=[O:8].[CH3:30][N:31]1[CH:35]=[C:34](B2OC(C)(C)C(C)(C)O2)[CH:33]=[N:32]1.C([O-])([O-])=O.[Na+].[Na+], predict the reaction product. The product is: [CH:24]1([N:22]([CH3:23])[C:4]2[C:5]([CH3:21])=[C:6]([CH:20]=[C:2]([C:34]3[CH:33]=[N:32][N:31]([CH3:30])[CH:35]=3)[CH:3]=2)[C:7]([NH:9][CH2:10][C:11]2[C:12](=[O:19])[NH:13][C:14]([CH3:18])=[CH:15][C:16]=2[CH3:17])=[O:8])[CH2:29][CH2:28][CH2:27][CH2:26][CH2:25]1. (2) Given the reactants Cl[C:2]1[N:3]=[C:4]([N:14]2[CH2:19][CH2:18][O:17][CH2:16][CH2:15]2)[C:5]2[S:10][C:9]([C:11]([OH:13])=[O:12])=[CH:8][C:6]=2[N:7]=1.[NH2:20][C:21]1[N:26]=[CH:25][C:24](B(O)O)=[CH:23][N:22]=1, predict the reaction product. The product is: [NH2:20][C:21]1[N:26]=[CH:25][C:24]([C:2]2[N:3]=[C:4]([N:14]3[CH2:19][CH2:18][O:17][CH2:16][CH2:15]3)[C:5]3[S:10][C:9]([C:11]([OH:13])=[O:12])=[CH:8][C:6]=3[N:7]=2)=[CH:23][N:22]=1. (3) Given the reactants [C:1]([C:3](=[CH:16][C:17]1[CH:22]=[C:21]([O:23][C:24]2[CH:29]=[CH:28][CH:27]=[CH:26][CH:25]=2)[CH:20]=[CH:19][C:18]=1[N+:30]([O-:32])=[O:31])[CH:4]([CH:10]1[CH2:15][CH2:14][O:13][CH2:12][CH2:11]1)[CH2:5][CH2:6][C:7]([OH:9])=O)#[N:2].[CH3:33][NH:34][CH:35]1[CH2:40][CH2:39][CH2:38][CH2:37][CH2:36]1.CN(C(ON1N=NC2C=CC=CC1=2)=[N+](C)C)C.F[P-](F)(F)(F)(F)F.CCN(C(C)C)C(C)C, predict the reaction product. The product is: [CH:35]1([N:34]([CH3:33])[C:7](=[O:9])[CH2:6][CH2:5][CH:4]([CH:10]2[CH2:11][CH2:12][O:13][CH2:14][CH2:15]2)[C:3]([C:1]#[N:2])=[CH:16][C:17]2[CH:22]=[C:21]([O:23][C:24]3[CH:25]=[CH:26][CH:27]=[CH:28][CH:29]=3)[CH:20]=[CH:19][C:18]=2[N+:30]([O-:32])=[O:31])[CH2:40][CH2:39][CH2:38][CH2:37][CH2:36]1.